This data is from Forward reaction prediction with 1.9M reactions from USPTO patents (1976-2016). The task is: Predict the product of the given reaction. (1) Given the reactants [CH3:1][C:2]1([CH3:9])[O:6][CH:5]([CH2:7][OH:8])[CH2:4][O:3]1.C1(P(C2C=CC=CC=2)C2C=CC=CC=2)C=CC=CC=1.O[C:30]1[CH:37]=[CH:36][C:33]([C:34]#[N:35])=[CH:32][CH:31]=1.N(C(OCC)=O)=NC(OCC)=O, predict the reaction product. The product is: [CH3:1][C:2]1([CH3:9])[O:6][CH:5]([CH2:7][O:8][C:30]2[CH:37]=[CH:36][C:33]([C:34]#[N:35])=[CH:32][CH:31]=2)[CH2:4][O:3]1. (2) Given the reactants C([O:6][CH2:7][C@H:8]1[O:12][C@@H:11]([N:13]2[CH:21]=[N:20][C:19]3[C:14]2=[N:15][C:16]([NH2:23])=[N:17][C:18]=3[NH2:22])[CH2:10][O:9]1)(=O)C(C)C.CC(O)C, predict the reaction product. The product is: [NH2:23][C:16]1[N:15]=[C:14]2[C:19]([N:20]=[CH:21][N:13]2[C@H:11]2[CH2:10][O:9][C@@H:8]([CH2:7][OH:6])[O:12]2)=[C:18]([NH2:22])[N:17]=1. (3) Given the reactants [N:1]1[C:10]2[C:5](=[CH:6][C:7]([NH2:11])=[CH:8][CH:9]=2)[CH:4]=[CH:3][CH:2]=1.[N:12]([O-])=O.[Na+].[Cl:16][Sn]Cl, predict the reaction product. The product is: [ClH:16].[N:1]1[C:10]2[C:5](=[CH:6][C:7]([NH:11][NH2:12])=[CH:8][CH:9]=2)[CH:4]=[CH:3][CH:2]=1. (4) Given the reactants [O-]CC.[Na+].[CH3:5][C:6]([CH:8]1[CH2:10][CH2:9]1)=[O:7].[CH:11]1([C:14](OC)=[O:15])[CH2:13][CH2:12]1, predict the reaction product. The product is: [CH:11]1([C:14](=[O:15])[CH2:5][C:6]([CH:8]2[CH2:10][CH2:9]2)=[O:7])[CH2:13][CH2:12]1. (5) Given the reactants [CH3:1][C:2]1[O:6][N:5]=[C:4]([C:7]2[CH:8]=[C:9]([NH:13][C:14](=O)[C:15](F)(F)F)[CH:10]=[CH:11][CH:12]=2)[N:3]=1.BrCC[C:23]#[N:24], predict the reaction product. The product is: [CH3:1][C:2]1[O:6][N:5]=[C:4]([C:7]2[CH:8]=[C:9]([NH:13][CH2:14][CH2:15][C:23]#[N:24])[CH:10]=[CH:11][CH:12]=2)[N:3]=1. (6) Given the reactants [H][H].[CH3:3][O:4][CH2:5][CH2:6][C:7]1[CH:12]=[CH:11][C:10]([N+:13]([O-])=O)=[CH:9][C:8]=1[N+:16]([O-])=O, predict the reaction product. The product is: [CH3:3][O:4][CH2:5][CH2:6][C:7]1[CH:12]=[CH:11][C:10]([NH2:13])=[CH:9][C:8]=1[NH2:16].